From a dataset of Forward reaction prediction with 1.9M reactions from USPTO patents (1976-2016). Predict the product of the given reaction. (1) Given the reactants C(Cl)(Cl)=O.[C:5]([OH:12])(=[O:11])/[CH:6]=[CH:7]/[CH:8]=[CH:9]/[CH3:10].C(N([CH2:18][CH3:19])CC)C.Cl.C(N([CH2:26][CH3:27])CC)C.[C:28](OCC)(=[O:30])[CH3:29], predict the reaction product. The product is: [C:5]([O:12][C:28](=[O:30])/[CH:29]=[CH:26]/[CH:27]=[CH:18]/[CH3:19])(=[O:11])/[CH:6]=[CH:7]/[CH:8]=[CH:9]/[CH3:10]. (2) Given the reactants [I-].[Na+].Cl[CH2:4][CH2:5][CH2:6][CH2:7][N:8]1[C:16]([O:17]C)=[N:15][C:14]2[C:9]1=[N:10][C:11]([O:20][CH:21]1[CH2:26][CH2:25][CH2:24][CH2:23][CH2:22]1)=[N:12][C:13]=2[NH2:19].C(N(CC)C(C)C)(C)C.[NH:36]1[CH2:41][CH2:40][CH2:39][CH2:38][CH2:37]1.[Cl-], predict the reaction product. The product is: [NH2:19][C:13]1[N:12]=[C:11]([O:20][CH:21]2[CH2:22][CH2:23][CH2:24][CH2:25][CH2:26]2)[N:10]=[C:9]2[C:14]=1[NH:15][C:16](=[O:17])[N:8]2[CH2:7][CH2:6][CH2:5][CH2:4][N:36]1[CH2:41][CH2:40][CH2:39][CH2:38][CH2:37]1. (3) Given the reactants [C:1]([O:5][C:6](=[O:16])[NH:7][C@H:8]([C:11]1[CH:15]=[CH:14][S:13][CH:12]=1)[CH2:9]O)([CH3:4])([CH3:3])[CH3:2].C1(=O)[NH:21]C(=O)C2=CC=CC=C12.C1(P(C2C=CC=CC=2)C2C=CC=CC=2)C=CC=CC=1.N(C(OCC)=O)=NC(OCC)=O.O.NN, predict the reaction product. The product is: [C:1]([O:5][C:6](=[O:16])[NH:7][C@H:8]([C:11]1[CH:15]=[CH:14][S:13][CH:12]=1)[CH2:9][NH2:21])([CH3:4])([CH3:3])[CH3:2]. (4) Given the reactants [Cl:1][C:2]1[C:3]2[CH:13]=[CH:12][CH:11]=[CH:10][C:4]=2[S:5][C:6]=1[C:7]([OH:9])=O.C(Cl)(=O)C(Cl)=O.[NH2:20][C:21]1[CH:29]=[CH:28][CH:27]=[CH:26][C:22]=1[C:23]([NH2:25])=[O:24], predict the reaction product. The product is: [C:23]([C:22]1[CH:26]=[CH:27][CH:28]=[CH:29][C:21]=1[NH:20][C:7]([C:6]1[S:5][C:4]2[CH:10]=[CH:11][CH:12]=[CH:13][C:3]=2[C:2]=1[Cl:1])=[O:9])(=[O:24])[NH2:25]. (5) Given the reactants [CH3:1][C:2]12[CH2:12][CH:11]1[C:10]1[C:9]([O:13]COC)=[CH:8][CH:7]=[CH:6][C:5]=1[O:4][CH2:3]2.Cl, predict the reaction product. The product is: [CH3:1][C:2]12[CH2:12][CH:11]1[C:10]1[C:9]([OH:13])=[CH:8][CH:7]=[CH:6][C:5]=1[O:4][CH2:3]2.